This data is from Catalyst prediction with 721,799 reactions and 888 catalyst types from USPTO. The task is: Predict which catalyst facilitates the given reaction. (1) Reactant: [C:1]([C:3]1[CH:8]=[CH:7][CH:6]=[CH:5][N:4]=1)#[CH:2].C([Mg]Br)C.[CH3:13][C:14]1([CH3:23])[CH2:19][C:18]([CH3:21])([CH3:20])[CH2:17][C:16](=[O:22])[CH2:15]1.C(OCC)(=O)C. Product: [CH3:20][C:18]1([CH3:21])[CH2:19][C:14]([CH3:23])([CH3:13])[CH2:15][C:16]([C:2]#[C:1][C:3]2[CH:8]=[CH:7][CH:6]=[CH:5][N:4]=2)([OH:22])[CH2:17]1. The catalyst class is: 1. (2) Reactant: [C:1]([O:4][O:5][CH:6]1[CH2:10][CH:9]([OH:11])[CH:8]=[CH:7]1)(=[O:3])[CH3:2].N1C(C)=CC=CC=1C.FC(F)(F)S(O[Si:26]([C:29]([CH3:32])([CH3:31])[CH3:30])([CH3:28])[CH3:27])(=O)=O. Product: [C:1]([O:4][O:5][CH:6]1[CH2:10][CH:9]([O:11][Si:26]([C:29]([CH3:32])([CH3:31])[CH3:30])([CH3:28])[CH3:27])[CH:8]=[CH:7]1)(=[O:3])[CH3:2]. The catalyst class is: 2. (3) Product: [Br:1][C:2]1[CH:3]=[CH:4][C:5]([N:9]2[CH:13]=[CH:12][N:11]=[N:10]2)=[N:6][CH:7]=1. The catalyst class is: 60. Reactant: [Br:1][C:2]1[CH:3]=[CH:4][C:5](Cl)=[N:6][CH:7]=1.[NH:9]1[CH:13]=[CH:12][N:11]=[N:10]1.C(=O)([O-])[O-].[K+].[K+].O. (4) Reactant: [C:1]([O:4][C@@H:5]1[C@@H:11]([O:12][C:13](=[O:15])[CH3:14])[C@H:10]([O:16][C:17](=[O:19])[CH3:18])[C@@H:9]([CH2:20][O:21][C:22](=[O:24])[CH3:23])[S:8][CH:6]1[OH:7])(=[O:3])[CH3:2].[BH3:25].[CH2:26]([C:28]1[CH:41]=[CH:40][C:31]([CH2:32][C:33]2[CH:38]=[CH:37][NH+:36]=[CH:35][C:34]=2O)=[CH:30][CH:29]=1)[CH3:27].C1(P(C2C=CC=CC=2)C2C=CC=CC=2)C=CC=CC=1.N(C(OC(C)C)=O)=NC(OC(C)C)=O. Product: [BH3:25].[CH2:26]([C:28]1[CH:41]=[CH:40][C:31]([CH2:32][C:33]2[CH:34]=[CH:35][NH+:36]=[CH:37][C:38]=2[O:7][C@@H:6]2[S:8][C@H:9]([CH2:20][O:21][C:22](=[O:24])[CH3:23])[C@@H:10]([O:16][C:17](=[O:19])[CH3:18])[C@H:11]([O:12][C:13](=[O:15])[CH3:14])[C@H:5]2[O:4][C:1](=[O:3])[CH3:2])=[CH:30][CH:29]=1)[CH3:27]. The catalyst class is: 7. (5) Reactant: [Cl:1][C:2]1[CH:7]=[CH:6][CH:5]=[C:4]([Cl:8])[N:3]=1.OO.FC(F)(F)C(O)=[O:14]. Product: [Cl:1][C:2]1[CH:7]=[CH:6][CH:5]=[C:4]([Cl:8])[N+:3]=1[O-:14]. The catalyst class is: 6. (6) Reactant: C(O)(C(F)(F)F)=O.[F:8][C:9]1[C:26]([CH2:27][N:28]2[CH2:48][CH2:47][C:31]3([O:36][CH2:35][CH2:34][N:33]([C:37]([C:39]4[N:40]=[C:41]([CH:44]([CH3:46])[CH3:45])[S:42][CH:43]=4)=[O:38])[CH2:32]3)[CH2:30][CH2:29]2)=[CH:25][CH:24]=[CH:23][C:10]=1[CH2:11][CH2:12][O:13][CH2:14][CH2:15][C:16]([O:18]C(C)(C)C)=[O:17]. Product: [F:8][C:9]1[C:26]([CH2:27][N:28]2[CH2:29][CH2:30][C:31]3([O:36][CH2:35][CH2:34][N:33]([C:37]([C:39]4[N:40]=[C:41]([CH:44]([CH3:45])[CH3:46])[S:42][CH:43]=4)=[O:38])[CH2:32]3)[CH2:47][CH2:48]2)=[CH:25][CH:24]=[CH:23][C:10]=1[CH2:11][CH2:12][O:13][CH2:14][CH2:15][C:16]([OH:18])=[O:17]. The catalyst class is: 2. (7) Reactant: [F:1][C:2]1([F:42])[CH2:6][C@H:5]([O:7][C:8]2[CH:13]=[CH:12][C:11]([S:14]([N:17](CC3C=CC(OC)=CC=3OC)[C:18]3[CH:23]=[CH:22][N:21]=[CH:20][N:19]=3)(=[O:16])=[O:15])=[C:10]([F:35])[CH:9]=2)[C@@H:4]([C:36]2[N:40]([CH3:41])[N:39]=[CH:38][CH:37]=2)[CH2:3]1.C([SiH](CC)CC)C.FC(F)(F)C(O)=O. Product: [F:42][C:2]1([F:1])[CH2:6][C@H:5]([O:7][C:8]2[CH:13]=[CH:12][C:11]([S:14]([NH:17][C:18]3[CH:23]=[CH:22][N:21]=[CH:20][N:19]=3)(=[O:15])=[O:16])=[C:10]([F:35])[CH:9]=2)[C@@H:4]([C:36]2[N:40]([CH3:41])[N:39]=[CH:38][CH:37]=2)[CH2:3]1. The catalyst class is: 4. (8) Reactant: [C:1]1([CH2:7][CH2:8][CH2:9][CH2:10]C(O)=O)[CH:6]=[CH:5][CH:4]=[CH:3][CH:2]=1.[I:14]N1C(C)(C)C(=O)N(C)C1=O. Product: [I:14][CH2:10][CH2:9][CH2:8][CH2:7][C:1]1[CH:6]=[CH:5][CH:4]=[CH:3][CH:2]=1. The catalyst class is: 26. (9) Reactant: C([O:4][C:5]1[CH:10]=[CH:9][C:8]([C:11]2[O:15][C:14]([CH:16]([O:29][Si](C(C)(C)C)(C)C)[CH2:17][CH2:18][CH2:19][CH2:20][CH2:21][CH2:22][C:23]3[CH:28]=[CH:27][CH:26]=[CH:25][CH:24]=3)=[N:13][CH:12]=2)=[CH:7][CH:6]=1)(=O)C.[N+](CCCC)(CCCC)(CCCC)CCCC.[F-]. Product: [OH:4][C:5]1[CH:6]=[CH:7][C:8]([C:11]2[O:15][C:14]([C:16](=[O:29])[CH2:17][CH2:18][CH2:19][CH2:20][CH2:21][CH2:22][C:23]3[CH:24]=[CH:25][CH:26]=[CH:27][CH:28]=3)=[N:13][CH:12]=2)=[CH:9][CH:10]=1. The catalyst class is: 25. (10) Reactant: [OH:1][CH2:2][CH2:3][C:4]#[C:5][C:6]1[CH:11]=[CH:10][C:9]([C:12]([CH3:18])([CH3:17])[C:13]([O:15][CH3:16])=[O:14])=[CH:8][CH:7]=1.[CH3:19][S:20](Cl)(=[O:22])=[O:21].N1C=CC=CC=1. Product: [CH3:17][C:12]([C:9]1[CH:8]=[CH:7][C:6]([C:5]#[C:4][CH2:3][CH2:2][O:1][S:20]([CH3:19])(=[O:22])=[O:21])=[CH:11][CH:10]=1)([CH3:18])[C:13]([O:15][CH3:16])=[O:14]. The catalyst class is: 2.